Task: Predict the reactants needed to synthesize the given product.. Dataset: Full USPTO retrosynthesis dataset with 1.9M reactions from patents (1976-2016) (1) Given the product [F:26][C:25]([F:28])([F:27])[C:23]([OH:29])=[O:24].[NH2:8][C:9]1([C:19]([O:21][CH3:22])=[O:20])[CH2:18][CH2:17][C:16]2[C:11](=[CH:12][CH:13]=[CH:14][CH:15]=2)[CH2:10]1, predict the reactants needed to synthesize it. The reactants are: CC(OC([NH:8][C:9]1([C:19]([O:21][CH3:22])=[O:20])[CH2:18][CH2:17][C:16]2[C:11](=[CH:12][CH:13]=[CH:14][CH:15]=2)[CH2:10]1)=O)(C)C.[C:23]([OH:29])([C:25]([F:28])([F:27])[F:26])=[O:24]. (2) Given the product [N:9]1([C:36]([C:33]2[N:34]=[CH:35][C:30]([C:28]#[N:29])=[C:31]([N:39]3[CH2:44][CH2:43][CH:42]([N:45]4[C:53]5[C:48](=[N:49][CH:50]=[CH:51][CH:52]=5)[NH:47][C:46]4=[O:54])[CH2:41][CH2:40]3)[CH:32]=2)=[O:38])[C:6]2[C:12](=[CH:11][CH:25]=[CH:4][CH:5]=2)[CH2:13][CH2:14]1, predict the reactants needed to synthesize it. The reactants are: C(C1[C:4]([C:25](O)=O)=[CH:5][C:6]([N:9]2[CH2:14][CH2:13][CH:12](N3C4C(=NC=CC=4)NC3=O)[CH2:11]C2)=NC=1)#N.[C:28]([C:30]1[C:31]([N:39]2[CH2:44][CH2:43][CH:42]([N:45]3[C:53]4[C:48](=[N:49][CH:50]=[CH:51][CH:52]=4)[NH:47][C:46]3=[O:54])[CH2:41][CH2:40]2)=[CH:32][C:33]([C:36]([OH:38])=O)=[N:34][CH:35]=1)#[N:29].N1C2C(=CC=CC=2)CC1.CN(C(ON1N=NC2C=CC=CC1=2)=[N+](C)C)C.[B-](F)(F)(F)F. (3) Given the product [C:1]([O:5][C:6]([NH:8][C@@H:9]([CH2:10][C:11]1[CH:12]=[CH:13][C:14]([O:17][C:28]2[CH:35]=[CH:34][C:31]([CH:32]=[O:33])=[CH:30][CH:29]=2)=[CH:15][CH:16]=1)[C:18]([OH:20])=[O:19])=[O:7])([CH3:4])([CH3:2])[CH3:3], predict the reactants needed to synthesize it. The reactants are: [C:1]([O:5][C:6]([NH:8][C@H:9]([C:18]([OH:20])=[O:19])[CH2:10][C:11]1[CH:16]=[CH:15][C:14]([OH:17])=[CH:13][CH:12]=1)=[O:7])([CH3:4])([CH3:3])[CH3:2].C([O-])([O-])=O.[K+].[K+].F[C:28]1[CH:35]=[CH:34][C:31]([CH:32]=[O:33])=[CH:30][CH:29]=1.C(OCC)(=O)C. (4) Given the product [C:18]([O:22][C:23]([N:25]1[CH2:30][CH2:29][CH:28]([N:15]2[CH2:16][CH2:17][CH:12]([S:9]([C:4]3[CH:5]=[CH:6][C:7]([Cl:8])=[C:2]([Cl:1])[CH:3]=3)(=[O:11])=[O:10])[CH2:13][CH2:14]2)[CH2:27][CH2:26]1)=[O:24])([CH3:21])([CH3:19])[CH3:20], predict the reactants needed to synthesize it. The reactants are: [Cl:1][C:2]1[CH:3]=[C:4]([S:9]([CH:12]2[CH2:17][CH2:16][NH:15][CH2:14][CH2:13]2)(=[O:11])=[O:10])[CH:5]=[CH:6][C:7]=1[Cl:8].[C:18]([O:22][C:23]([N:25]1[CH2:30][CH2:29][C:28](=O)[CH2:27][CH2:26]1)=[O:24])([CH3:21])([CH3:20])[CH3:19]. (5) Given the product [CH2:19]([O:18][C:16](=[O:17])[C:15]([OH:21])([C:14]([F:13])([F:22])[F:23])[CH2:3][C:2]([CH3:1])([C:7]1[CH:12]=[CH:11][CH:10]=[CH:9][CH:8]=1)[CH3:6])[CH3:20], predict the reactants needed to synthesize it. The reactants are: [CH3:1][C:2]([C:7]1[CH:12]=[CH:11][CH:10]=[CH:9][CH:8]=1)([CH3:6])[CH2:3][Mg]Cl.[F:13][C:14]([F:23])([F:22])[C:15](=[O:21])[C:16]([O:18][CH2:19][CH3:20])=[O:17]. (6) Given the product [CH2:3]([O:5][C:6]([C:8]1[N:12]=[CH:11][N:10]([C:20]2[CH:21]=[C:16]([C:15]([O:14][CH3:13])=[O:30])[C:17]([N+:27]([O-:29])=[O:28])=[CH:18][C:19]=2[C:23]([F:24])([F:26])[F:25])[N:9]=1)=[O:7])[CH3:4], predict the reactants needed to synthesize it. The reactants are: [H-].[Na+].[CH2:3]([O:5][C:6]([C:8]1[N:12]=[CH:11][NH:10][N:9]=1)=[O:7])[CH3:4].[CH3:13][O:14][C:15](=[O:30])[C:16]1[CH:21]=[C:20](F)[C:19]([C:23]([F:26])([F:25])[F:24])=[CH:18][C:17]=1[N+:27]([O-:29])=[O:28].O. (7) Given the product [Cl:18][C:10]1[N:9]=[CH:8][CH:7]=[C:6]2[C:11]=1[CH:12]=[C:3]([C:2]([F:15])([F:14])[F:1])[CH:4]=[N:5]2, predict the reactants needed to synthesize it. The reactants are: [F:1][C:2]([F:15])([F:14])[C:3]1[CH:4]=[N:5][C:6]2[CH:7]=[CH:8][NH:9][C:10](=O)[C:11]=2[CH:12]=1.P(Cl)(Cl)([Cl:18])=O. (8) Given the product [C:19]([O:18][C:16]([N:13]1[CH2:14][CH2:15][CH:10]([N:9]([CH2:24][C:25]2[CH:30]=[CH:29][N:28]=[C:27]([C:31]3[CH:36]=[C:35]([F:37])[CH:34]=[C:33]([F:38])[CH:32]=3)[CH:26]=2)[C:6]2[CH:5]=[CH:4][C:3]([O:2][CH3:1])=[CH:8][CH:7]=2)[CH2:11][CH2:12]1)=[O:17])([CH3:22])([CH3:21])[CH3:20], predict the reactants needed to synthesize it. The reactants are: [CH3:1][O:2][C:3]1[CH:8]=[CH:7][C:6]([NH:9][CH:10]2[CH2:15][CH2:14][N:13]([C:16]([O:18][C:19]([CH3:22])([CH3:21])[CH3:20])=[O:17])[CH2:12][CH2:11]2)=[CH:5][CH:4]=1.Cl[CH2:24][C:25]1[CH:30]=[CH:29][N:28]=[C:27]([C:31]2[CH:36]=[C:35]([F:37])[CH:34]=[C:33]([F:38])[CH:32]=2)[CH:26]=1. (9) Given the product [CH3:12][O:11][C:8]1[C:9]([CH3:10])=[C:4]([CH2:3][NH2:1])[C:5]([O:13][CH3:14])=[CH:6][CH:7]=1, predict the reactants needed to synthesize it. The reactants are: [NH3:1].Br[CH2:3][C:4]1[C:9]([CH3:10])=[C:8]([O:11][CH3:12])[CH:7]=[CH:6][C:5]=1[O:13][CH3:14]. (10) The reactants are: [N+:1]([C:4]1[CH:9]=[CH:8][CH:7]=[CH:6][C:5]=1[N:10]1[CH:14]=[CH:13][CH:12]=[C:11]1[CH:15]=O)([O-:3])=[O:2].C(P(CCCC)(CCCC)[CH2:22][CH:23]1[O:27][CH2:26][CH2:25][O:24]1)CCC.CC([O-])(C)C.[K+].O. Given the product [N+:1]([C:4]1[CH:9]=[CH:8][CH:7]=[CH:6][C:5]=1[N:10]1[CH:14]=[CH:13][CH:12]=[C:11]1[CH:15]=[CH:22][CH:23]1[O:27][CH2:26][CH2:25][O:24]1)([O-:3])=[O:2], predict the reactants needed to synthesize it.